Dataset: Reaction yield outcomes from USPTO patents with 853,638 reactions. Task: Predict the reaction yield, written as a fraction of the theoretical maximum amount of product (1.0 means a 100% yield; for example, 0.34 means a 34% yield). (1) The reactants are CS([C:5]1[CH:10]=[CH:9][C:8]([C:11]2[CH:16]=[CH:15][C:14]([C:17](=[C:25]3[CH2:30][C:29]([CH3:32])([CH3:31])[CH2:28][C:27]([CH3:34])([CH3:33])[CH2:26]3)[C:18]3[CH:23]=[CH:22][C:21]([OH:24])=[CH:20][CH:19]=3)=[CH:13][CH:12]=2)=[CH:7][CH:6]=1)(=O)=O.BrC1C=CC(C(=C2CC(C)(C)CC(C)(C)C2)C2C=CC(O)=CC=2)=CC=1.[C:60](C1C=CC(B(O)O)=CC=1)#[N:61].C([O-])([O-])=O.[Na+].[Na+]. The catalyst is Cl[Pd](Cl)([P](C1C=CC=CC=1)(C1C=CC=CC=1)C1C=CC=CC=1)[P](C1C=CC=CC=1)(C1C=CC=CC=1)C1C=CC=CC=1.O.C1COCC1. The product is [OH:24][C:21]1[CH:22]=[CH:23][C:18]([C:17](=[C:25]2[CH2:30][C:29]([CH3:31])([CH3:32])[CH2:28][C:27]([CH3:34])([CH3:33])[CH2:26]2)[C:14]2[CH:15]=[CH:16][C:11]([C:8]3[CH:7]=[CH:6][C:5]([C:60]#[N:61])=[CH:10][CH:9]=3)=[CH:12][CH:13]=2)=[CH:19][CH:20]=1. The yield is 0.740. (2) The reactants are F[P-](F)(F)(F)(F)F.[N:8]1(O[P+](N(C)C)(N(C)C)N(C)C)[C:12]2[CH:13]=[CH:14][CH:15]=[CH:16]C=2N=N1.N1CCCCC1.C[N:35]([CH:37]=[O:38])C. The catalyst is O.ClCCl. The product is [N:8]1([C:37]([NH2:35])=[O:38])[CH2:12][CH2:13][CH2:14][CH2:15][CH2:16]1. The yield is 0.800.